Dataset: Full USPTO retrosynthesis dataset with 1.9M reactions from patents (1976-2016). Task: Predict the reactants needed to synthesize the given product. (1) Given the product [N:16]1([C:22]2[N:27]=[CH:26][C:25]([NH:28][C:7]([C:6]3[S:5][C:4]([C:10]4[CH:15]=[CH:14][CH:13]=[CH:12][CH:11]=4)=[N:3][C:2]=3[CH3:1])=[O:9])=[CH:24][CH:23]=2)[CH2:21][CH2:20][O:19][CH2:18][CH2:17]1, predict the reactants needed to synthesize it. The reactants are: [CH3:1][C:2]1[N:3]=[C:4]([C:10]2[CH:15]=[CH:14][CH:13]=[CH:12][CH:11]=2)[S:5][C:6]=1[C:7]([OH:9])=O.[N:16]1([C:22]2[N:27]=[CH:26][C:25]([NH2:28])=[CH:24][CH:23]=2)[CH2:21][CH2:20][O:19][CH2:18][CH2:17]1. (2) Given the product [F:33][C:21]([F:20])([F:32])[C:22]1[CH:23]=[C:24]([S:28]([N:9]2[CH2:10][CH2:11][C:6]3([C:2](=[O:12])[NH:3][CH2:4][CH2:5]3)[CH2:7][CH2:8]2)(=[O:29])=[O:30])[CH:25]=[CH:26][CH:27]=1, predict the reactants needed to synthesize it. The reactants are: Cl.[C:2]1(=[O:12])[C:6]2([CH2:11][CH2:10][NH:9][CH2:8][CH2:7]2)[CH2:5][CH2:4][NH:3]1.C(N(CC)CC)C.[F:20][C:21]([F:33])([F:32])[C:22]1[CH:23]=[C:24]([S:28](Cl)(=[O:30])=[O:29])[CH:25]=[CH:26][CH:27]=1. (3) Given the product [NH:8]1[CH2:13][CH2:12][CH2:11][C@@H:10]([CH2:14][C:15]([O:17][CH2:18][CH3:19])=[O:16])[CH2:9]1, predict the reactants needed to synthesize it. The reactants are: C(OC([N:8]1[CH2:13][CH2:12][CH2:11][C@@H:10]([CH2:14][C:15]([O:17][CH2:18][CH3:19])=[O:16])[CH2:9]1)=O)(C)(C)C.FC(F)(F)C(O)=O. (4) The reactants are: C[O:2][C:3](=[O:38])[C:4]1[CH:9]=[CH:8][C:7]([NH:10][C:11](=[O:36])[CH:12]([C:19]2[N:20]([C:29]3[CH:34]=[CH:33][C:32]([Cl:35])=[CH:31][CH:30]=3)[N:21]=[C:22]3[CH2:28][CH2:27][CH2:26][CH2:25][CH2:24][C:23]=23)[CH:13]2[CH2:18][CH2:17][CH2:16][CH2:15][CH2:14]2)=[C:6]([F:37])[CH:5]=1.[OH-].[Li+]. Given the product [Cl:35][C:32]1[CH:31]=[CH:30][C:29]([N:20]2[C:19]([CH:12]([CH:13]3[CH2:14][CH2:15][CH2:16][CH2:17][CH2:18]3)[C:11]([NH:10][C:7]3[CH:8]=[CH:9][C:4]([C:3]([OH:38])=[O:2])=[CH:5][C:6]=3[F:37])=[O:36])=[C:23]3[CH2:24][CH2:25][CH2:26][CH2:27][CH2:28][C:22]3=[N:21]2)=[CH:34][CH:33]=1, predict the reactants needed to synthesize it. (5) Given the product [CH2:1]([O:3][C:4](=[O:28])[CH2:5][N:6]([CH2:7][CH2:8][CH2:9][N:10]([CH2:18][C:19]1[CH:27]=[CH:26][C:22]2[O:23][CH2:24][O:25][C:21]=2[CH:20]=1)[C:11]([O:13][C:14]([CH3:17])([CH3:16])[CH3:15])=[O:12])[C:30]1[S:34][N:33]=[C:32]([N:35]2[CH:39]=[CH:38][N:37]=[CH:36]2)[N:31]=1)[CH3:2], predict the reactants needed to synthesize it. The reactants are: [CH2:1]([O:3][C:4](=[O:28])[CH2:5][NH:6][CH2:7][CH2:8][CH2:9][N:10]([CH2:18][C:19]1[CH:27]=[CH:26][C:22]2[O:23][CH2:24][O:25][C:21]=2[CH:20]=1)[C:11]([O:13][C:14]([CH3:17])([CH3:16])[CH3:15])=[O:12])[CH3:2].Cl[C:30]1[S:34][N:33]=[C:32]([N:35]2[CH:39]=[CH:38][N:37]=[CH:36]2)[N:31]=1.CS(C)=O. (6) Given the product [CH3:2][C:3]1[CH:4]=[C:5]([C@H:9]2[C@@H:13]([C:14]3[CH:19]=[CH:18][CH:17]=[C:16]([CH3:20])[CH:15]=3)[N:12]([C:28]([O:27][C:23]([CH3:26])([CH3:25])[CH3:24])=[O:29])[C:11]([S:21][CH3:22])=[N:10]2)[CH:6]=[CH:7][CH:8]=1, predict the reactants needed to synthesize it. The reactants are: I.[CH3:2][C:3]1[CH:4]=[C:5]([C@H:9]2[C@@H:13]([C:14]3[CH:19]=[CH:18][CH:17]=[C:16]([CH3:20])[CH:15]=3)[NH:12][C:11]([S:21][CH3:22])=[N:10]2)[CH:6]=[CH:7][CH:8]=1.[C:23]([O:27][C:28](O[C:28]([O:27][C:23]([CH3:26])([CH3:25])[CH3:24])=[O:29])=[O:29])([CH3:26])([CH3:25])[CH3:24].C(N(CC)CC)C.